Dataset: Forward reaction prediction with 1.9M reactions from USPTO patents (1976-2016). Task: Predict the product of the given reaction. (1) Given the reactants C([O:3][C:4](=[O:20])[C@@H:5]([O:18][CH3:19])[CH2:6][C:7]1[CH:12]=[CH:11][C:10]([O:13][CH2:14][C:15]([OH:17])=O)=[CH:9][CH:8]=1)C.[CH3:21][CH:22]([NH2:28])[CH2:23][CH2:24][CH2:25][CH2:26][CH3:27].C(O[C@@H](CC1C=CC(O[C@@H](C(=O)NCCC2C=CC(OC3C=CC=CC=3)=CC=2)C)=CC=1)C(O)=O)C, predict the reaction product. The product is: [CH3:19][O:18][C@@H:5]([CH2:6][C:7]1[CH:8]=[CH:9][C:10]([O:13][CH2:14][C:15](=[O:17])[NH:28][CH:22]([CH3:21])[CH2:23][CH2:24][CH2:25][CH2:26][CH3:27])=[CH:11][CH:12]=1)[C:4]([OH:3])=[O:20]. (2) Given the reactants [Cl:1][C:2]1[C:6]2[CH:7]=[N+:8]([O-])[CH:9]=[CH:10][C:5]=2[N:4]([C:12]([O:14][CH2:15][C:16]2[CH:21]=[CH:20][CH:19]=[CH:18][CH:17]=2)=[O:13])[CH:3]=1.[CH3:22][C:23]([NH2:30])([CH2:25][C:26]([CH3:29])([CH3:28])[CH3:27])[CH3:24].C1(C)C=CC(S(Cl)(=O)=O)=CC=1, predict the reaction product. The product is: [Cl:1][C:2]1[C:6]2[C:7]([NH:30][C:23]([CH3:24])([CH2:25][C:26]([CH3:29])([CH3:28])[CH3:27])[CH3:22])=[N:8][CH:9]=[CH:10][C:5]=2[N:4]([C:12]([O:14][CH2:15][C:16]2[CH:21]=[CH:20][CH:19]=[CH:18][CH:17]=2)=[O:13])[CH:3]=1. (3) Given the reactants [C:1]([C:4]1[CH:13]([C:14]2[CH:21]=[CH:20][C:17]([C:18]#[N:19])=[CH:16][C:15]=2[CH3:22])[C:12]2[C:11](=[O:23])[NH:10][CH:9]=[CH:8][C:7]=2[NH:6][C:5]=1[CH3:24])(=[O:3])[CH3:2].ClCCl.F[B-](F)(F)F.[CH2:33]([O+](CC)CC)[CH3:34].CO, predict the reaction product. The product is: [C:1]([C:4]1[CH:13]([C:14]2[CH:21]=[CH:20][C:17]([C:18]#[N:19])=[CH:16][C:15]=2[CH3:22])[C:12]2[C:7](=[CH:8][CH:9]=[N:10][C:11]=2[O:23][CH2:33][CH3:34])[NH:6][C:5]=1[CH3:24])(=[O:3])[CH3:2]. (4) Given the reactants [Pd:1]([Cl:3])[Cl:2].[Cl-].[Li+].[CH:6]1[CH2:13][CH2:12][CH:11]=[CH:10][CH2:9][CH2:8][CH:7]=1, predict the reaction product. The product is: [Cl:2][Pd:1][Cl:3].[CH:6]1[CH2:13][CH2:12][CH:11]=[CH:10][CH2:9][CH2:8][CH:7]=1. (5) Given the reactants Cl[CH2:2][C:3]1[S:4][CH:5]=[CH:6][N:7]=1.[OH:8][C:9]1[CH:14]=[CH:13][C:12]([NH:15][C:16]2[C:25]3[C:20](=[CH:21][CH:22]=[CH:23][C:24]=3[O:26][C@H:27]([CH3:33])[CH2:28][NH:29][C:30](=[O:32])[CH3:31])[N:19]=[CH:18][N:17]=2)=[CH:11][C:10]=1[CH3:34], predict the reaction product. The product is: [CH3:34][C:10]1[CH:11]=[C:12]([NH:15][C:16]2[C:25]3[C:20](=[CH:21][CH:22]=[CH:23][C:24]=3[O:26][C@H:27]([CH3:33])[CH2:28][NH:29][C:30](=[O:32])[CH3:31])[N:19]=[CH:18][N:17]=2)[CH:13]=[CH:14][C:9]=1[O:8][CH2:2][C:3]1[S:4][CH:5]=[CH:6][N:7]=1.